Dataset: Forward reaction prediction with 1.9M reactions from USPTO patents (1976-2016). Task: Predict the product of the given reaction. (1) Given the reactants [Si:1]([N:18]1[C:21](=[O:22])[CH2:20][C@H:19]1[C:23](OCC1C=CC=CC=1)=[O:24])([C:14]([CH3:17])([CH3:16])[CH3:15])([C:8]1[CH:13]=[CH:12][CH:11]=[CH:10][CH:9]=1)[C:2]1[CH:7]=[CH:6][CH:5]=[CH:4][CH:3]=1.[BH4-].[Na+], predict the reaction product. The product is: [Si:1]([N:18]1[C@H:19]([CH2:23][OH:24])[CH2:20][C:21]1=[O:22])([C:14]([CH3:17])([CH3:15])[CH3:16])([C:8]1[CH:13]=[CH:12][CH:11]=[CH:10][CH:9]=1)[C:2]1[CH:7]=[CH:6][CH:5]=[CH:4][CH:3]=1. (2) Given the reactants [NH2:1][C:2]1[N:7]=[C:6]([C:8]2[O:9][CH:10]=[CH:11][CH:12]=2)[C:5]([C:13]#[N:14])=[C:4](S(C)=O)[N:3]=1.[OH:18][CH:19]1[CH2:24][CH2:23][N:22]([CH3:25])[CH2:21][CH2:20]1.C1CCN2C(=NCCC2)CC1, predict the reaction product. The product is: [NH2:1][C:2]1[N:7]=[C:6]([C:8]2[O:9][CH:10]=[CH:11][CH:12]=2)[C:5]([C:13]#[N:14])=[C:4]([O:18][CH:19]2[CH2:24][CH2:23][N:22]([CH3:25])[CH2:21][CH2:20]2)[N:3]=1. (3) Given the reactants [F:1][C:2]1[CH:3]=[C:4]([N:8]2[C:12]3([CH2:17][CH2:16][N:15]([CH2:18][C:19]4[CH:20]=[C:21]([C:25]5[CH:30]=[CH:29][CH:28]=[CH:27][C:26]=5[CH3:31])[CH:22]=[CH:23][CH:24]=4)[CH2:14][CH2:13]3)[CH2:11][NH:10][C:9]2=[O:32])[CH:5]=[CH:6][CH:7]=1.Br.Br[CH2:35][C:36]1[CH:41]=[CH:40][CH:39]=[CH:38][N:37]=1, predict the reaction product. The product is: [F:1][C:2]1[CH:3]=[C:4]([N:8]2[C:12]3([CH2:17][CH2:16][N:15]([CH2:18][C:19]4[CH:20]=[C:21]([C:25]5[CH:30]=[CH:29][CH:28]=[CH:27][C:26]=5[CH3:31])[CH:22]=[CH:23][CH:24]=4)[CH2:14][CH2:13]3)[CH2:11][N:10]([CH2:35][C:36]3[CH:41]=[CH:40][CH:39]=[CH:38][N:37]=3)[C:9]2=[O:32])[CH:5]=[CH:6][CH:7]=1. (4) Given the reactants C1(C2C=CC=CC=2)C=CC=C(NC(=O)CCCCCNC(=O)C[S:17][CH2:18][C:19]([O:21]C)=[O:20])C=1.SCC(OC)=O.Br[CH:38]([C:44]1[CH:49]=[CH:48][CH:47]=[CH:46][CH:45]=1)[C:39]([O:41][CH2:42][CH3:43])=[O:40], predict the reaction product. The product is: [CH2:42]([O:41][C:39](=[O:40])[CH:38]([C:44]1[CH:49]=[CH:48][CH:47]=[CH:46][CH:45]=1)[S:17][CH2:18][C:19]([OH:21])=[O:20])[CH3:43]. (5) Given the reactants C([O:3][C:4]([C:6]1[CH:7]=[C:8]2[C:13](=[CH:14][CH:15]=1)[NH:12][CH:11]([C:16]1[CH:17]=[C:18]([C:22]3[CH:27]=[CH:26][C:25]([C:28]([CH3:31])([CH3:30])[CH3:29])=[CH:24][CH:23]=3)[CH:19]=[CH:20][CH:21]=1)[C:10]([CH3:33])([CH3:32])[CH2:9]2)=[O:5])C.O.[OH-].[Li+].Cl, predict the reaction product. The product is: [C:28]([C:25]1[CH:24]=[CH:23][C:22]([C:18]2[CH:19]=[CH:20][CH:21]=[C:16]([CH:11]3[C:10]([CH3:33])([CH3:32])[CH2:9][C:8]4[C:13](=[CH:14][CH:15]=[C:6]([C:4]([OH:5])=[O:3])[CH:7]=4)[NH:12]3)[CH:17]=2)=[CH:27][CH:26]=1)([CH3:31])([CH3:29])[CH3:30]. (6) Given the reactants [F:1][C:2]1[CH:3]=[C:4]([C:12]([C:14]2[CH:19]=[CH:18][C:17]([F:20])=[CH:16][CH:15]=2)=O)[CH:5]=[C:6]([C:8]([F:11])([F:10])[F:9])[CH:7]=1.Cl.[NH2:22][OH:23], predict the reaction product. The product is: [F:1][C:2]1[CH:3]=[C:4]([C:12]([C:14]2[CH:19]=[CH:18][C:17]([F:20])=[CH:16][CH:15]=2)=[N:22][OH:23])[CH:5]=[C:6]([C:8]([F:11])([F:10])[F:9])[CH:7]=1. (7) Given the reactants Cl[C:2]1[O:3][C:4]([C:13]2[CH:18]=[CH:17][C:16]([S:19]([NH2:22])(=[O:21])=[O:20])=[CH:15][CH:14]=2)=[C:5]([C:7]2[CH:12]=[CH:11][CH:10]=[CH:9][CH:8]=2)[N:6]=1.[CH3:23]N(C=O)C.C(=O)([O-])[O-].[K+].[K+].[OH:34][C:35]1[CH:36]=[C:37]([CH:41]2[CH2:46][CH:45]([O:47][CH3:48])C[CH2:43][O:42]2)[CH:38]=[CH:39][CH:40]=1, predict the reaction product. The product is: [CH3:43][O:42][C:41]1([C:37]2[CH:36]=[C:35]([CH:40]=[CH:39][CH:38]=2)[O:34][C:2]2[O:3][C:4]([C:13]3[CH:18]=[CH:17][C:16]([S:19]([NH2:22])(=[O:21])=[O:20])=[CH:15][CH:14]=3)=[C:5]([C:7]3[CH:12]=[CH:11][CH:10]=[CH:9][CH:8]=3)[N:6]=2)[CH2:46][CH2:45][O:47][CH2:48][CH2:23]1. (8) Given the reactants [NH2:1][C@@H:2]1[CH2:7][CH2:6][CH2:5][N:4]([C:8]2[N:29]([CH2:30][C:31]3[CH:36]=[CH:35][CH:34]=[CH:33][C:32]=3[Cl:37])[C:11]3[C:12](=[O:28])[N:13]([CH3:27])[C:14]4[C:15]([O:25]C)=[C:16]([C:20]([O:22]CC)=[O:21])[CH:17]=[CH:18][C:19]=4[C:10]=3[N:9]=2)[CH2:3]1, predict the reaction product. The product is: [ClH:37].[NH2:1][C@@H:2]1[CH2:7][CH2:6][CH2:5][N:4]([C:8]2[N:29]([CH2:30][C:31]3[CH:36]=[CH:35][CH:34]=[CH:33][C:32]=3[Cl:37])[C:11]3[C:12](=[O:28])[N:13]([CH3:27])[C:14]4[C:15]([OH:25])=[C:16]([C:20]([OH:22])=[O:21])[CH:17]=[CH:18][C:19]=4[C:10]=3[N:9]=2)[CH2:3]1. (9) The product is: [F:1][CH:2]([F:5])[CH2:3][N:42]1[CH2:43][CH2:44][C:24]2[N:23]([CH2:20][CH2:21][CH3:22])[C:31]3[CH:30]=[CH:29][C:28]([C:32]([N:34]4[CH2:39][CH2:38][CH:37]([CH3:40])[CH2:36][CH2:35]4)=[O:33])=[CH:27][C:26]=3[C:25]=2[CH2:41]1. Given the reactants [F:1][CH:2]([F:5])[CH2:3]I.OC(C(F)(F)F)=O.OC(C(F)(F)F)=O.[CH2:20]([N:23]1[C:31]2[CH:30]=[CH:29][C:28]([C:32]([N:34]3[CH2:39][CH2:38][CH:37]([CH3:40])[CH2:36][CH2:35]3)=[O:33])=[CH:27][C:26]=2[C:25]2[CH2:41][NH:42][CH2:43][CH2:44][C:24]1=2)[CH2:21][CH3:22].C([O-])([O-])=O.[Cs+].[Cs+], predict the reaction product. (10) Given the reactants [NH:1]([C:15]([O:17][CH2:18][C:19]1[CH:24]=[CH:23][CH:22]=[CH:21][CH:20]=1)=[O:16])[C@H:2]([C:12]([OH:14])=O)[CH2:3][NH:4][C:5]([O:7][C:8]([CH3:11])([CH3:10])[CH3:9])=[O:6].ON1C2C=CC=CC=2N=N1.CN1CCOCC1.[NH2:42][C@H:43]([C:45]([O:47][CH2:48][C:49]1[CH:54]=[CH:53][CH:52]=[CH:51][CH:50]=1)=[O:46])[CH3:44], predict the reaction product. The product is: [NH:1]([C:15]([O:17][CH2:18][C:19]1[CH:24]=[CH:23][CH:22]=[CH:21][CH:20]=1)=[O:16])[C@H:2]([C:12]([NH:42][C@H:43]([C:45]([O:47][CH2:48][C:49]1[CH:54]=[CH:53][CH:52]=[CH:51][CH:50]=1)=[O:46])[CH3:44])=[O:14])[CH2:3][NH:4][C:5]([O:7][C:8]([CH3:9])([CH3:10])[CH3:11])=[O:6].